From a dataset of Full USPTO retrosynthesis dataset with 1.9M reactions from patents (1976-2016). Predict the reactants needed to synthesize the given product. (1) Given the product [C:1]([C:5]1[N:19]=[C:8]2[N:9]=[CH:10][C:11]([C:13]#[C:14][C:25]3[CH:24]=[N:23][CH:22]=[C:21]([Cl:20])[CH:26]=3)=[CH:12][N:7]2[N:6]=1)([CH3:4])([CH3:3])[CH3:2], predict the reactants needed to synthesize it. The reactants are: [C:1]([C:5]1[N:19]=[C:8]2[N:9]=[CH:10][C:11]([C:13]#[C:14][Si](C)(C)C)=[CH:12][N:7]2[N:6]=1)([CH3:4])([CH3:3])[CH3:2].[Cl:20][C:21]1[CH:22]=[N:23][CH:24]=[C:25](I)[CH:26]=1. (2) Given the product [Br:1][C:2]1[C:7]([CH:28]=[CH2:29])=[CH:6][N:5]=[C:4]([N:9]([CH2:19][C:20]2[CH:25]=[CH:24][C:23]([O:26][CH3:27])=[CH:22][CH:21]=2)[CH2:10][C:11]2[CH:16]=[CH:15][C:14]([O:17][CH3:18])=[CH:13][CH:12]=2)[CH:3]=1, predict the reactants needed to synthesize it. The reactants are: [Br:1][C:2]1[C:7](I)=[CH:6][N:5]=[C:4]([N:9]([CH2:19][C:20]2[CH:25]=[CH:24][C:23]([O:26][CH3:27])=[CH:22][CH:21]=2)[CH2:10][C:11]2[CH:16]=[CH:15][C:14]([O:17][CH3:18])=[CH:13][CH:12]=2)[CH:3]=1.[CH2:28]([Sn](CCCC)(CCCC)C=C)[CH2:29]CC.[F-].[K+]. (3) Given the product [Br:1][C:2]1[CH:9]=[CH:8][CH:7]=[C:4]([CH:5]([O:25][CH3:22])[O:6][CH3:11])[C:3]=1[CH3:10], predict the reactants needed to synthesize it. The reactants are: [Br:1][C:2]1[C:3]([CH3:10])=[C:4]([CH:7]=[CH:8][CH:9]=1)[CH:5]=[O:6].[C:11]1(C)C(S(O)(=O)=O)=CC=CC=1.[C:22]([O-:25])(O)=O.[Na+]. (4) Given the product [Cl:14][C:8]1[CH:9]=[C:10]([F:13])[CH:11]=[CH:12][C:7]=1[N:6]([S:3]([CH2:2][Cl:1])(=[O:4])=[O:5])[C:15](=[O:17])[CH3:16], predict the reactants needed to synthesize it. The reactants are: [Cl:1][CH2:2][S:3]([NH:6][C:7]1[CH:12]=[CH:11][C:10]([F:13])=[CH:9][C:8]=1[Cl:14])(=[O:5])=[O:4].[C:15](OC(=O)C)(=[O:17])[CH3:16]. (5) Given the product [C:14]([O:17][C:18]([N:20]1[CH2:25][CH2:24][N:23]([C:2]2[CH:7]=[CH:6][C:5]([C:8]([F:11])([F:10])[F:9])=[CH:4][C:3]=2[F:12])[CH2:22][CH2:21]1)=[O:19])([CH3:16])([CH3:13])[CH3:15], predict the reactants needed to synthesize it. The reactants are: Br[C:2]1[CH:7]=[CH:6][C:5]([C:8]([F:11])([F:10])[F:9])=[CH:4][C:3]=1[F:12].[CH3:13][C:14]([O:17][C:18]([N:20]1[CH2:25][CH2:24][NH:23][CH2:22][CH2:21]1)=[O:19])([CH3:16])[CH3:15].C1(P(C2CCCCC2)C2C=CC=CC=2C2C=CC=CC=2)CCCCC1.